Binary Classification. Given a drug SMILES string, predict its activity (active/inactive) in a high-throughput screening assay against a specified biological target. From a dataset of KCNQ2 potassium channel screen with 302,405 compounds. The drug is O(c1c(NC(=O)c2occc2)ccc(NC(=O)c2cc([N+]([O-])=O)c(OC)cc2)c1)C. The result is 0 (inactive).